From a dataset of Catalyst prediction with 721,799 reactions and 888 catalyst types from USPTO. Predict which catalyst facilitates the given reaction. (1) Reactant: C([O:3][C:4]([C:6]1[CH:7]=[N:8][C:9]2[C:14]([C:15]=1[N:16]([CH2:28][C:29]1[CH:34]=[CH:33][CH:32]=[CH:31][CH:30]=1)[S:17]([C:20]1[CH:25]=[CH:24][C:23]([O:26][CH3:27])=[CH:22][CH:21]=1)(=[O:19])=[O:18])=[CH:13][CH:12]=[C:11]([C:35]([F:38])([F:37])[F:36])[CH:10]=2)=[O:5])C.[OH-].[Na+].Cl. Product: [CH2:28]([N:16]([S:17]([C:20]1[CH:25]=[CH:24][C:23]([O:26][CH3:27])=[CH:22][CH:21]=1)(=[O:19])=[O:18])[C:15]1[C:14]2[C:9](=[CH:10][C:11]([C:35]([F:37])([F:38])[F:36])=[CH:12][CH:13]=2)[N:8]=[CH:7][C:6]=1[C:4]([OH:5])=[O:3])[C:29]1[CH:30]=[CH:31][CH:32]=[CH:33][CH:34]=1. The catalyst class is: 92. (2) Reactant: [Br:1][C:2]1[N:7]=[C:6]([C:8](=[O:11])[NH:9][CH3:10])[C:5]([NH:12][C:13]2[C:18]([C:19]([F:22])([F:21])[F:20])=[CH:17][N:16]=[C:15]([NH:23][C:24]3[CH:36]=[CH:35][C:27]([CH2:28][P:29](=[O:34])([OH:33])[O:30][CH2:31][CH3:32])=[CH:26][C:25]=3[O:37][CH3:38])[N:14]=2)=[CH:4][CH:3]=1.[CH2:39]([Sn:43]([CH2:57][CH2:58][CH2:59][CH3:60])([CH2:53][CH2:54][CH2:55][CH3:56])[C:44]1[N:45]=[N:46][N:47]([CH2:49][CH2:50][CH2:51]O)[CH:48]=1)[CH2:40][CH2:41][CH3:42].CCN(C(C)C)C(C)C.F[P-](F)(F)(F)(F)F.N1(O[P+](N2CCCC2)(N2CCCC2)N2CCCC2)C2C=CC=CC=2N=N1. Product: [Br:1][C:2]1[N:7]=[C:6]([C:8](=[O:11])[NH:9][CH3:10])[C:5]([NH:12][C:13]2[C:18]([C:19]([F:22])([F:20])[F:21])=[CH:17][N:16]=[C:15]([NH:23][C:24]3[CH:36]=[CH:35][C:27]([CH2:28][P:29](=[O:33])([O:34][CH2:51][CH2:50][CH2:49][N:47]4[CH:48]=[C:44]([Sn:43]([CH2:53][CH2:54][CH2:55][CH3:56])([CH2:39][CH2:40][CH2:41][CH3:42])[CH2:57][CH2:58][CH2:59][CH3:60])[N:45]=[N:46]4)[O:30][CH2:31][CH3:32])=[CH:26][C:25]=3[O:37][CH3:38])[N:14]=2)=[CH:4][CH:3]=1. The catalyst class is: 279. (3) Reactant: C(N(CC)CC)C.[CH3:8][S:9](Cl)(=[O:11])=[O:10].[Cl:13][C:14]1[N:19]=[C:18]([NH:20][CH3:21])[N:17]=[C:16]([N:22]2[C@H:27]([CH3:28])[CH2:26][O:25][C@H:24]([CH2:29][OH:30])[CH2:23]2)[CH:15]=1.C([O-])(O)=O.[Na+]. Product: [CH3:8][S:9]([O:30][CH2:29][C@H:24]1[O:25][CH2:26][C@@H:27]([CH3:28])[N:22]([C:16]2[CH:15]=[C:14]([Cl:13])[N:19]=[C:18]([NH:20][CH3:21])[N:17]=2)[CH2:23]1)(=[O:11])=[O:10]. The catalyst class is: 2. (4) Reactant: [CH3:1][O:2][C:3](=[O:26])[C@@H:4]([O:23][CH2:24][CH3:25])[C@@H:5]([C:7]1[C:12]([CH3:13])=[CH:11][C:10]([O:14][CH2:15][C:16]2[CH:21]=[CH:20][CH:19]=[CH:18][CH:17]=2)=[CH:9][C:8]=1[CH3:22])O.C([SiH](CC)CC)C. Product: [CH3:1][O:2][C:3](=[O:26])[C@@H:4]([O:23][CH2:24][CH3:25])[CH2:5][C:7]1[C:8]([CH3:22])=[CH:9][C:10]([O:14][CH2:15][C:16]2[CH:21]=[CH:20][CH:19]=[CH:18][CH:17]=2)=[CH:11][C:12]=1[CH3:13]. The catalyst class is: 55. (5) Reactant: [CH3:1][O:2][C:3]([C:5]1[CH:6]=[C:7]([NH2:15])[C:8]2[N:9]([N:11]=[C:12]([CH3:14])[N:13]=2)[CH:10]=1)=[O:4].[CH2:16]([C:18]1[CH:25]=[CH:24][CH:23]=[C:22]([CH3:26])[C:19]=1[CH2:20]Cl)[CH3:17].C(=O)([O-])[O-].[Na+].[Na+].[I-].[Na+]. Product: [CH3:1][O:2][C:3]([C:5]1[CH:6]=[C:7]([NH:15][CH2:20][C:19]2[C:22]([CH3:26])=[CH:23][CH:24]=[CH:25][C:18]=2[CH2:16][CH3:17])[C:8]2[N:9]([N:11]=[C:12]([CH3:14])[N:13]=2)[CH:10]=1)=[O:4]. The catalyst class is: 3.